This data is from Full USPTO retrosynthesis dataset with 1.9M reactions from patents (1976-2016). The task is: Predict the reactants needed to synthesize the given product. (1) Given the product [C:1]([C@H:22]([C@H:19]1[CH2:18][CH2:17][C@H:16]([C:13]([CH3:12])([CH3:14])[CH3:15])[CH2:21][CH2:20]1)[NH:23][S:24]([C:26]1[CH:27]=[CH:28][CH:29]=[CH:30][CH:31]=1)=[O:25])#[N:2], predict the reactants needed to synthesize it. The reactants are: [C-:1]#[N:2].C([Al+]CC)C.C(O)(C)C.[CH3:12][C:13]([C@H:16]1[CH2:21][CH2:20][C@H:19](/[CH:22]=[N:23]/[S@:24]([C:26]2[CH:31]=[CH:30][CH:29]=[CH:28][CH:27]=2)=[O:25])[CH2:18][CH2:17]1)([CH3:15])[CH3:14].[Cl-].[NH4+]. (2) Given the product [ClH:10].[OH:19][C:20]1[CH:21]=[C:22]([CH2:27][CH2:28][CH2:29][CH2:30][NH:31][C:14]([NH:13][C:11]([C:4]2[C:3]([NH2:2])=[N:8][C:7]([NH2:9])=[C:6]([Cl:10])[N:5]=2)=[O:12])=[NH:17])[CH:23]=[CH:24][C:25]=1[OH:26], predict the reactants needed to synthesize it. The reactants are: I.[NH2:2][C:3]1[C:4]([C:11]([NH:13][C:14](=[NH:17])SC)=[O:12])=[N:5][C:6]([Cl:10])=[C:7]([NH2:9])[N:8]=1.Br.[OH:19][C:20]1[CH:21]=[C:22]([CH2:27][CH2:28][CH2:29][CH2:30][NH2:31])[CH:23]=[CH:24][C:25]=1[OH:26]. (3) Given the product [CH3:73][O:72][C:69]1[CH:70]=[C:71]2[C:66](=[CH:67][C:68]=1[O:74][CH3:75])[N:65]=[CH:64][CH:63]=[C:62]2[O:61][C:58]1[CH:59]=[CH:60][C:55]([NH:54][C:51]2[CH:52]=[CH:53][C:48]([N:76]3[CH2:81][CH2:80][O:79][CH2:78][CH2:77]3)=[CH:49][CH:50]=2)=[CH:56][CH:57]=1, predict the reactants needed to synthesize it. The reactants are: C1C=CC(P(C2C=CC3C(=CC=CC=3)C=2C2C3C(=CC=CC=3)C=CC=2P(C2C=CC=CC=2)C2C=CC=CC=2)C2C=CC=CC=2)=CC=1.Br[C:48]1[CH:53]=[CH:52][C:51]([NH:54][C:55]2[CH:60]=[CH:59][C:58]([O:61][C:62]3[C:71]4[C:66](=[CH:67][C:68]([O:74][CH3:75])=[C:69]([O:72][CH3:73])[CH:70]=4)[N:65]=[CH:64][CH:63]=3)=[CH:57][CH:56]=2)=[CH:50][CH:49]=1.[NH:76]1[CH2:81][CH2:80][O:79][CH2:78][CH2:77]1.C(=O)([O-])[O-].[Cs+].[Cs+]. (4) Given the product [Si:23]([O:1][C@H:2]1[CH2:6][N:5]([C:7]([O:9][C:10]([CH3:11])([CH3:12])[CH3:13])=[O:8])[C@H:4]([C:14]([O:16][CH3:17])=[O:15])[CH2:3]1)([C:26]([CH3:29])([CH3:28])[CH3:27])([CH3:25])[CH3:24], predict the reactants needed to synthesize it. The reactants are: [OH:1][C@H:2]1[CH2:6][N:5]([C:7]([O:9][C:10]([CH3:13])([CH3:12])[CH3:11])=[O:8])[C@H:4]([C:14]([O:16][CH3:17])=[O:15])[CH2:3]1.N1C=CN=C1.[Si:23](Cl)([C:26]([CH3:29])([CH3:28])[CH3:27])([CH3:25])[CH3:24].